From a dataset of Experimentally validated miRNA-target interactions with 360,000+ pairs, plus equal number of negative samples. Binary Classification. Given a miRNA mature sequence and a target amino acid sequence, predict their likelihood of interaction. (1) The miRNA is mmu-miR-883b-3p with sequence UAACUGCAACAUCUCUCAGUAU. The protein sequence of the target gene is MRECLSIHIGQAGVQIGDACWELYCLEHGIQPDGFILDHQHDNLENPKVEHMNASLDTFFHETRAGKHVPRTLFMDLEPTVIDGIRVGRYHSLFHPEQLVNGKEDAANTYARGRYSVGSEVIELVLERIRKLAEQCSGLQGFLIYRSFGGGTGSGFTSLLMERLSVEYCKKIKLEFSVYPSPRISTAVVEPYNAILTTHSTIEYSDCAFMVDNEALYDICQHKLGIERPSYASINRLIAQVSSSITASLRFEGPLNVDLIEFQTNLVPYPRIHFPITALAPIISAEKAYQEQLSVSDVTA.... Result: 1 (interaction). (2) The protein sequence of the target gene is MAADIEQVFRSFVVSKFREIQQELSSGRSEGQLNGETNPPIEGNQAGDTAASARSLPNEEIVQKIEEVLSGVLDTELRYKPDLKEASRKSRCVSVQTDPTDEVPTKKSKKHKKHKNKKKKKKKEKEKKYKRQPEESESKLKSHHDGNLESDSFLKFDSEPSAAALEHPVRAFGLSEASETALVLEPPVVSMEVQESHVLETLKPATKAAELSVVSTSVISEQSEQPMPGMLEPSMTKILDSFTAAPVPMSTAALKSPEPVVTMSVEYQKSVLKSLETMPPETSKTTLVELPIAKVVEPSE.... The miRNA is hsa-miR-6847-3p with sequence GGCUCAUGUGUCUGUCCUCUUC. Result: 0 (no interaction). (3) The miRNA is gga-miR-456-3p with sequence CAGGCUGGUUAGAUGGUUGUCA. The protein sequence of the target gene is MEDGFSSYSSLYDTSSLLQFCNDDSASAASSMEVTDRIASLEQRVQMQEDDIQLLKSALADVVRRLNITEEQQAVLNRKGPTKARPLMQTLPLRTTVNNGTVLPKKPTGSLPSPSGVRKETAVPATKSNIKRTSSSERVSPGGRRESNGDSRGNRNRTGSTSSSSSGKKNSESKPKEPVFSAEEGYVKMFLRGRPVTMYMPKDQVDSYSLEAKVELPTKRLKLEWVYGYRGRDCRNNLYLLPTGETVYFIASVVVLYNVEEQLQRHYAGHNDDVKCLAVHPDRITIATGQVAGTSKDGKQ.... Result: 0 (no interaction). (4) The miRNA is hsa-miR-4763-5p with sequence CGCCUGCCCAGCCCUCCUGCU. The protein sequence of the target gene is MVEGPGCTLNGEKIRARVLPGQAVTGVRGSALRSLQGRALRLAASTVVVSPQAAALNNDSSQNVLSLFNGYVYSGVETLGKELFMYFGPKALRIHFGMKGFIMINPLEYKYKNGASPVLEVQLTKDLICFFDSSVELRNSMESQQRIRMMKELDVCSPEFSFLRAESEVKKQKGRMLGDVLMDQNVLPGVGNIIKNEALFDSGLHPAVKVCQLTDEQIHHLMKMIRDFSILFYRCRKAGLALSKHYKVYKRPNCGQCHCRITVCRFGDNNRMTYFCPHCQKENPQHVDICKLPTRNTIIS.... Result: 0 (no interaction). (5) The miRNA is mmu-miR-380-5p with sequence AUGGUUGACCAUAGAACAUGCG. The protein sequence of the target gene is MESYDIIANQPVVIDNGSGVIKAGFAGDQIPKYCFPNYVGRPKHMRVMAGALEGDLFIGPKAEEHRGLLTIRYPMEHGVVRDWNDMERIWQYVYSKDQLQTFSEEHPVLLTEAPLNPSKNREKAAEVFFETFNVPALFISMQAVLSLYATGRTTGVVLDSGDGVTHAVPIYEGFAMPHSIMRVDIAGRDVSRYLRLLLRKEGVDFHTSAEFEVVRTIKERACYLSINPQKDEALETEKVQYTLPDGSTLDVGPARFRAPELLFQPDLVGDESEGLHEVVAFAIHKSDMDLRRTLFANIVL.... Result: 0 (no interaction). (6) The miRNA is hsa-miR-504-3p with sequence GGGAGUGCAGGGCAGGGUUUC. The protein sequence of the target gene is MSLDCTSHIALGAASPAPEETYDHLSEVPVTREQLNHYRNVAQNARSELAATLVKFECAQSELQDLRSKMLSKEVSCQELKAEMESYKENNARKSSLLTSLRDRVQELEEESAALSTSKIRTEITAHAAIKENQELKKKVVELNEKLQKCSKENEENKKQVSKNCRKHEEFLTQLRDCLDPDERNDKASDEDLILKLRDLRKENEFVKGQIVILEETINVHEMEAKASRETIMRLASEVNREQKKAASCTEEKEKLNQDLLSAVEAKEALEREVKIFQERLLAGQQVWDASKQEVSLLKK.... Result: 1 (interaction).